This data is from Reaction yield outcomes from USPTO patents with 853,638 reactions. The task is: Predict the reaction yield, written as a fraction of the theoretical maximum amount of product (1.0 means a 100% yield; for example, 0.34 means a 34% yield). (1) The reactants are C[O:2][C:3]([C:5]1[N:9]=[CH:8][N:7]([CH2:10][O:11][CH2:12][CH2:13][Si:14]([CH3:17])([CH3:16])[CH3:15])[N:6]=1)=[O:4].[OH-].[K+:19]. The catalyst is CCO.CCOCC. The product is [K+:19].[CH3:15][Si:14]([CH3:17])([CH3:16])[CH2:13][CH2:12][O:11][CH2:10][N:7]1[CH:8]=[N:9][C:5]([C:3]([O-:4])=[O:2])=[N:6]1. The yield is 0.970. (2) The reactants are [Cl:1][C:2]1[C:10]([O:11][CH3:12])=[CH:9][C:8]([O:13][CH3:14])=[C:7]([F:15])[C:3]=1C(O)=O.C([N:18](CC)CC)C.C1(P(N=[N+]=[N-])(C2C=CC=CC=2)=O)C=CC=CC=1.C(O)(C(F)(F)F)=O. The catalyst is C(O)(C)(C)C.ClCCl. The product is [Cl:1][C:2]1[C:10]([O:11][CH3:12])=[CH:9][C:8]([O:13][CH3:14])=[C:7]([F:15])[C:3]=1[NH2:18]. The yield is 0.600. (3) The reactants are [CH3:1][N:2]([CH2:4]/[CH:5]=[CH:6]/[C:7]([NH:9][C:10]1[CH:11]=[C:12]2[C:25]([NH:26][C:27]3[CH:28]=[CH:29][C:30]([F:34])=[C:31]([Cl:33])[CH:32]=3)=[N:24][CH:23]=[N:22][C:13]2=[CH:14][C:15]=1[O:16][C@@H:17]1[CH2:21][O:20][CH2:19][CH2:18]1)=[O:8])[CH3:3].[C:35]([OH:47])(=[O:46])[CH2:36][C:37]([CH2:42][C:43]([OH:45])=[O:44])([C:39]([OH:41])=[O:40])[OH:38]. The catalyst is C(O)C. The product is [CH3:1][N:2]([CH2:4]/[CH:5]=[CH:6]/[C:7]([NH:9][C:10]1[CH:11]=[C:12]2[C:25]([NH:26][C:27]3[CH:28]=[CH:29][C:30]([F:34])=[C:31]([Cl:33])[CH:32]=3)=[N:24][CH:23]=[N:22][C:13]2=[CH:14][C:15]=1[O:16][C@@H:17]1[CH2:21][O:20][CH2:19][CH2:18]1)=[O:8])[CH3:3].[C:35]([O-:47])(=[O:46])[CH2:36][C:37]([CH2:42][C:43]([O-:45])=[O:44])([C:39]([O-:41])=[O:40])[OH:38]. The yield is 0.570.